Dataset: Full USPTO retrosynthesis dataset with 1.9M reactions from patents (1976-2016). Task: Predict the reactants needed to synthesize the given product. (1) Given the product [OH:62][CH2:61][CH2:60][NH:59][C:15]([C:9]1[CH:10]=[CH:11][C:12]2[C:13]3[N:4]([N:3]=[C:2]([NH2:1])[N:14]=3)[C:5]([CH2:18][C:19]3[CH:27]=[CH:26][C:22]4[O:23][CH2:24][O:25][C:21]=4[CH:20]=3)=[N:6][C:7]=2[CH:8]=1)=[O:16], predict the reactants needed to synthesize it. The reactants are: [NH2:1][C:2]1[N:14]=[C:13]2[N:4]([C:5]([CH2:18][C:19]3[CH:27]=[CH:26][C:22]4[O:23][CH2:24][O:25][C:21]=4[CH:20]=3)=[N:6][C:7]3[CH:8]=[C:9]([C:15](O)=[O:16])[CH:10]=[CH:11][C:12]=32)[N:3]=1.C(N(CC)C(C)C)(C)C.CN(C(ON1N=NC2C=CC=CC1=2)=[N+](C)C)C.[B-](F)(F)(F)F.[NH2:59][CH2:60][CH2:61][OH:62]. (2) Given the product [CH3:23][C:3]1[NH:2][C:24](=[O:25])[C:18]([C:21]#[N:22])=[C:5]([N:6]2[CH2:11][CH2:10][N:9]([C:12]3[CH:17]=[CH:16][CH:15]=[CH:14][CH:13]=3)[CH2:8][CH2:7]2)[CH:4]=1, predict the reactants needed to synthesize it. The reactants are: C[N:2]([CH3:24])/[C:3](/[CH3:23])=[CH:4]/[C:5](=[C:18]([C:21]#[N:22])C#N)[N:6]1[CH2:11][CH2:10][N:9]([C:12]2[CH:17]=[CH:16][CH:15]=[CH:14][CH:13]=2)[CH2:8][CH2:7]1.[OH2:25]. (3) Given the product [CH2:6]([O:8][CH:9]([O:11][CH2:12][CH2:13][CH2:14][CH2:15][CH2:16][CH2:17][CH2:22][C:20]([Br:19])=[CH2:21])[CH3:10])[CH3:7], predict the reactants needed to synthesize it. The reactants are: [Mg].BrCCBr.[CH2:6]([O:8][CH:9]([O:11][CH2:12][CH2:13][CH2:14][CH2:15][CH2:16][CH2:17]Br)[CH3:10])[CH3:7].[Br:19][C:20]([CH2:22]Br)=[CH2:21]. (4) Given the product [C:1]([C:3]1[CH:4]=[CH:5][N+:6]([O-:24])=[C:7]([C:13]2[CH:14]=[N:15][N:16]([CH2:18][CH3:19])[CH:17]=2)[C:8]=1[C:9]([O:11][CH3:12])=[O:10])#[N:2], predict the reactants needed to synthesize it. The reactants are: [C:1]([C:3]1[C:8]([C:9]([O:11][CH3:12])=[O:10])=[C:7]([C:13]2[CH:14]=[N:15][N:16]([CH2:18][CH3:19])[CH:17]=2)[N:6]=[CH:5][CH:4]=1)#[N:2].OO.NC(N)=[O:24].FC(F)(F)C(OC(=O)C(F)(F)F)=O.C([O-])(O)=O.[Na+]. (5) Given the product [CH3:27][N:16]([C@H:12]1[CH2:13][CH2:14][CH2:15][N:10]([C:9]2[CH:8]=[CH:7][N:6]=[CH:5][C:4]=2[N+:1]([O-:3])=[O:2])[CH2:11]1)[C:17](=[O:23])[O:18][C:19]([CH3:20])([CH3:22])[CH3:21], predict the reactants needed to synthesize it. The reactants are: [N+:1]([C:4]1[CH:5]=[N:6][CH:7]=[CH:8][C:9]=1[N:10]1[CH2:15][CH2:14][CH2:13][C@H:12]([NH:16][C:17](=[O:23])[O:18][C:19]([CH3:22])([CH3:21])[CH3:20])[CH2:11]1)([O-:3])=[O:2].[H-].[Na+].I[CH3:27].[NH4+].[Cl-].